From a dataset of Full USPTO retrosynthesis dataset with 1.9M reactions from patents (1976-2016). Predict the reactants needed to synthesize the given product. (1) Given the product [O:42]=[C:40]1[NH:41][CH:37]([CH2:36][C:34]2[O:35][C:31]3[CH:30]=[C:29]([C:51]4[C:50]5[C:54](=[CH:55][C:47]([F:46])=[CH:48][CH:49]=5)[N:53]([C:56]([O:58][C:59]([CH3:62])([CH3:61])[CH3:60])=[O:57])[CH:52]=4)[CH:45]=[CH:44][C:32]=3[N:33]=2)[C:38](=[O:43])[NH:39]1, predict the reactants needed to synthesize it. The reactants are: FC1C=C2C(C(C3C=C(N)C(N)=CC=3)=CN2S(C2C=CC=CC=2)(=O)=O)=CC=1.Br[C:29]1[CH:45]=[CH:44][C:32]2[N:33]=[C:34]([CH2:36][CH:37]3[NH:41][C:40](=[O:42])[NH:39][C:38]3=[O:43])[O:35][C:31]=2[CH:30]=1.[F:46][C:47]1[CH:55]=[C:54]2[C:50]([C:51](B3OC(C)(C)C(C)(C)O3)=[CH:52][N:53]2[C:56]([O:58][C:59]([CH3:62])([CH3:61])[CH3:60])=[O:57])=[CH:49][CH:48]=1. (2) Given the product [Cl:1][C:2]1[CH:9]=[C:8]([N:10]([CH2:24][CH3:25])[C@@H:11]2[CH2:16][CH2:15][CH2:14][N:13]([C:17]3[CH:18]=[N:19][CH:20]=[CH:21][CH:22]=3)[CH2:12]2)[CH:7]=[CH:6][C:3]=1[C:4]#[N:5], predict the reactants needed to synthesize it. The reactants are: [Cl:1][C:2]1[CH:9]=[C:8]([NH:10][C@@H:11]2[CH2:16][CH2:15][CH2:14][N:13]([C:17]3[CH:18]=[N:19][CH:20]=[CH:21][CH:22]=3)[CH2:12]2)[CH:7]=[CH:6][C:3]=1[C:4]#[N:5].I[CH2:24][CH3:25].